From a dataset of Peptide-MHC class II binding affinity with 134,281 pairs from IEDB. Regression. Given a peptide amino acid sequence and an MHC pseudo amino acid sequence, predict their binding affinity value. This is MHC class II binding data. (1) The peptide sequence is INEPTAAAIAYGLDR. The MHC is DRB1_1201 with pseudo-sequence DRB1_1201. The binding affinity (normalized) is 0.107. (2) The peptide sequence is KYQEFFWDANDIYRI. The MHC is HLA-DPA10301-DPB10402 with pseudo-sequence HLA-DPA10301-DPB10402. The binding affinity (normalized) is 0.363.